From a dataset of Catalyst prediction with 721,799 reactions and 888 catalyst types from USPTO. Predict which catalyst facilitates the given reaction. (1) Reactant: [CH3:1][O:2][C:3]1[CH:4]=[C:5]([CH:17]=[CH:18][C:19](Cl)=[O:20])[CH:6]=[CH:7][C:8]=1[O:9][CH2:10][C:11]1[CH:16]=[CH:15][CH:14]=[CH:13][CH:12]=1.[CH3:22][C:23]1[CH:30]=[CH:29][C:26]([CH2:27][NH2:28])=[CH:25][CH:24]=1.C(N(CC)CC)C.O1CCCC1. Product: [CH3:22][C:23]1[CH:30]=[CH:29][C:26]([CH2:27][NH:28][C:19](=[O:20])[CH:18]=[CH:17][C:5]2[CH:6]=[CH:7][C:8]([O:9][CH2:10][C:11]3[CH:16]=[CH:15][CH:14]=[CH:13][CH:12]=3)=[C:3]([O:2][CH3:1])[CH:4]=2)=[CH:25][CH:24]=1. The catalyst class is: 6. (2) Reactant: [F-].[O:2]1[CH:6]=[CH:5][CH:4]=[C:3]1[C@@H:7]1[CH2:16][CH2:15][C:14]2[C:9](=[CH:10][C:11]([O:17][Si](C(C)C)(C(C)C)C(C)C)=[CH:12][CH:13]=2)[O:8]1. Product: [O:2]1[CH:6]=[CH:5][CH:4]=[C:3]1[C@@H:7]1[CH2:16][CH2:15][C:14]2[C:9](=[CH:10][C:11]([OH:17])=[CH:12][CH:13]=2)[O:8]1. The catalyst class is: 1. (3) Reactant: CI.[CH2:3]([O:10][C:11]1[N:16]=[N:15][C:14]([CH2:17][CH2:18][C:19]2[CH:29]=[CH:28][C:22]3[CH2:23][CH2:24][NH:25][CH2:26][CH2:27][C:21]=3[CH:20]=2)=[CH:13][CH:12]=1)[C:4]1[CH:9]=[CH:8][CH:7]=[CH:6][CH:5]=1.[C:30](=O)([O-])[O-].[K+].[K+]. Product: [CH2:3]([O:10][C:11]1[N:16]=[N:15][C:14]([CH2:17][CH2:18][C:19]2[CH:29]=[CH:28][C:22]3[CH2:23][CH2:24][N:25]([CH3:30])[CH2:26][CH2:27][C:21]=3[CH:20]=2)=[CH:13][CH:12]=1)[C:4]1[CH:5]=[CH:6][CH:7]=[CH:8][CH:9]=1. The catalyst class is: 21. (4) Reactant: Cl[C:2]1[CH:7]=[C:6]([C:8]#[N:9])[CH:5]=[CH:4][N:3]=1.[CH2:10]([NH2:16])[CH2:11][CH2:12][CH2:13][CH2:14][CH3:15].O. Product: [CH2:10]([NH:16][C:2]1[CH:7]=[C:6]([CH:5]=[CH:4][N:3]=1)[C:8]#[N:9])[CH2:11][CH2:12][CH2:13][CH2:14][CH3:15]. The catalyst class is: 60. (5) Reactant: [NH2:1][CH:2]1[N:8]=[C:7]([CH:9]([CH3:11])[CH3:10])[C:6]2[CH:12]=[CH:13][CH:14]=[CH:15][C:5]=2[NH:4][C:3]1=[O:16].[C:17](O[C:17]([O:19][C:20]([CH3:23])([CH3:22])[CH3:21])=[O:18])([O:19][C:20]([CH3:23])([CH3:22])[CH3:21])=[O:18]. Product: [C:20]([O:19][C:17]([NH:1][CH:2]1[N:8]=[C:7]([CH:9]([CH3:11])[CH3:10])[C:6]2[CH:12]=[CH:13][CH:14]=[CH:15][C:5]=2[NH:4][C:3]1=[O:16])=[O:18])([CH3:23])([CH3:22])[CH3:21]. The catalyst class is: 546.